This data is from Full USPTO retrosynthesis dataset with 1.9M reactions from patents (1976-2016). The task is: Predict the reactants needed to synthesize the given product. (1) Given the product [CH2:27]([O:26][P:25]([CH2:16][C:12]1[CH:13]=[C:14]([F:15])[C:9]([CH2:8][CH:7]=[C:6]([CH3:5])[CH2:19][CH2:20][CH:21]=[C:22]([CH3:24])[CH3:23])=[C:10]([F:18])[CH:11]=1)(=[O:32])[O:29][CH2:30][CH3:31])[CH3:28], predict the reactants needed to synthesize it. The reactants are: P(Br)(Br)Br.[CH3:5][C:6]([CH2:19][CH2:20][CH:21]=[C:22]([CH3:24])[CH3:23])=[CH:7][CH2:8][C:9]1[C:14]([F:15])=[CH:13][C:12]([CH2:16]O)=[CH:11][C:10]=1[F:18].[P:25]([O:32]CC)([O:29][CH2:30][CH3:31])[O:26][CH2:27][CH3:28].[I-].[Na+]. (2) Given the product [C:4]([OH:6])(=[O:5])[CH2:2][CH2:3][CH2:26][CH2:27][C:28]([OH:30])=[O:29], predict the reactants needed to synthesize it. The reactants are: N[CH:2]([C:4]([OH:6])=[O:5])[CH3:3].C1C=C(CN)C=C(CN)C=1.[C:28]([OH:30])(=[O:29])[CH2:27][CH2:26]CCCCCC[CH2:26][CH2:27][C:28]([OH:30])=[O:29]. (3) The reactants are: [CH2:1]([O:3][C:4](=[O:13])[CH2:5][CH:6]([CH2:11]Br)[CH2:7][CH:8]([CH3:10])[CH3:9])[CH3:2].[P:14]([O:21]CC)([O:18][CH2:19][CH3:20])[O:15][CH2:16][CH3:17]. Given the product [CH2:1]([O:3][C:4](=[O:13])[CH2:5][CH:6]([CH2:11][P:14]([O:18][CH2:19][CH3:20])([O:15][CH2:16][CH3:17])=[O:21])[CH2:7][CH:8]([CH3:10])[CH3:9])[CH3:2], predict the reactants needed to synthesize it. (4) Given the product [CH3:27][C:28]1([C:33]2[CH:40]=[CH:39][C:36]([CH2:37][NH:38][C:3]3[C:4]4[CH2:10][CH2:9][N:8]([C:11](=[O:16])[C:12]([F:15])([F:14])[F:13])[CH2:7][CH2:6][C:5]=4[CH:17]=[CH:18][C:2]=3[Cl:1])=[CH:35][CH:34]=2)[O:29][CH2:30][CH2:31][O:32]1, predict the reactants needed to synthesize it. The reactants are: [Cl:1][C:2]1[CH:18]=[CH:17][C:5]2[CH2:6][CH2:7][N:8]([C:11](=[O:16])[C:12]([F:15])([F:14])[F:13])[CH2:9][CH2:10][C:4]=2[C:3]=1OS(C(F)(F)F)(=O)=O.[CH3:27][C:28]1([C:33]2[CH:40]=[CH:39][C:36]([CH2:37][NH2:38])=[CH:35][CH:34]=2)[O:32][CH2:31][CH2:30][O:29]1. (5) Given the product [ClH:1].[CH2:2]([N:9]1[CH2:17][C:16]2[C:11](=[CH:12][CH:13]=[C:14]([C:18]([O:20][CH3:21])=[O:19])[CH:15]=2)[CH2:10]1)[C:3]1[CH:4]=[CH:5][CH:6]=[CH:7][CH:8]=1, predict the reactants needed to synthesize it. The reactants are: [ClH:1].[CH2:2]([N:9]1[CH2:17][C:16]2[C:11](=[CH:12][CH:13]=[C:14]([C:18]([O:20][CH3:21])=[O:19])[CH:15]=2)[CH2:10]1)[C:3]1[CH:8]=[CH:7][CH:6]=[CH:5][CH:4]=1. (6) Given the product [Br:1][C:2]1[CH:3]=[CH:4][C:5]([NH:11][C:18](=[O:19])[CH2:17][C:15]([OH:16])=[O:14])=[C:6]([CH:10]=1)[C:7]([OH:9])=[O:8], predict the reactants needed to synthesize it. The reactants are: [Br:1][C:2]1[CH:10]=[C:6]([C:7]([OH:9])=[O:8])[C:5]([NH2:11])=[CH:4][CH:3]=1.CC1(C)O[C:18](=[O:19])[CH2:17][C:15](=[O:16])[O:14]1. (7) Given the product [CH3:19][O:20][C:21]1[CH:30]=[CH:29][C:28]2[C:23](=[CH:24][CH:25]=[CH:26][CH:27]=2)[C:22]=1[CH2:31][CH2:32][N:1]1[CH2:2][CH2:3][CH:4]([N:7]2[C:15]3[C:10](=[CH:11][CH:12]=[C:13]([C:16]([NH2:18])=[O:17])[CH:14]=3)[CH:9]=[CH:8]2)[CH2:5][CH2:6]1, predict the reactants needed to synthesize it. The reactants are: [NH:1]1[CH2:6][CH2:5][CH:4]([N:7]2[C:15]3[C:10](=[CH:11][CH:12]=[C:13]([C:16]([NH2:18])=[O:17])[CH:14]=3)[CH:9]=[CH:8]2)[CH2:3][CH2:2]1.[CH3:19][O:20][C:21]1[CH:30]=[CH:29][C:28]2[C:23](=[CH:24][CH:25]=[CH:26][CH:27]=2)[C:22]=1[CH2:31][CH:32]=O.C(O[BH-](OC(=O)C)OC(=O)C)(=O)C.[Na+].C(=O)(O)[O-].[Na+].